Predict the reactants needed to synthesize the given product. From a dataset of Full USPTO retrosynthesis dataset with 1.9M reactions from patents (1976-2016). Given the product [Cl:28][C:29]1[CH:39]=[C:38]([C:40]2[O:45][CH:44]=[C:43]([CH3:46])[N:42]=2)[CH:37]=[CH:36][C:30]=1[C:31]([O:33][CH2:34][CH3:35])=[O:32], predict the reactants needed to synthesize it. The reactants are: C1(P(C2C=CC=CC=2)C2C=CC=CC=2)C=CC=CC=1.ClC(Cl)(Cl)C(Cl)(Cl)Cl.[Cl:28][C:29]1[CH:39]=[C:38]([C:40]([NH:42][CH:43]([CH3:46])[CH:44]=[O:45])=O)[CH:37]=[CH:36][C:30]=1[C:31]([O:33][CH2:34][CH3:35])=[O:32].N1C=CC=CC=1.